From a dataset of Forward reaction prediction with 1.9M reactions from USPTO patents (1976-2016). Predict the product of the given reaction. (1) The product is: [OH:16][CH2:15][CH2:14][C:2]([CH3:18])([CH3:1])[CH2:3][C:4]([O:6][CH2:7][C:8]1[CH:13]=[CH:12][CH:11]=[CH:10][CH:9]=1)=[O:5]. Given the reactants [CH3:1][C:2]([CH3:18])([CH2:14][C:15]([O-])=[O:16])[CH2:3][C:4]([O:6][CH2:7][C:8]1[CH:13]=[CH:12][CH:11]=[CH:10][CH:9]=1)=[O:5].B.O1CCCC1.C1COCC1, predict the reaction product. (2) The product is: [Cl:26][C:23]1[CH:24]=[CH:25][C:20]([C:18]([NH:17][CH:13]([CH2:12][C:7]2[C:5]3[C:4](=[CH:3][CH:2]=[CH:1][CH:6]=3)[NH:11][C:9](=[O:10])[CH:8]=2)[C:14]([O:16][CH2:28][CH:29]2[CH2:34][CH2:33][CH2:32][CH2:31][O:30]2)=[O:15])=[O:19])=[CH:21][CH:22]=1. Given the reactants [CH:1]1[CH:2]=[CH:3][C:4]2[NH:11][C:9](=[O:10])[CH:8]=[C:7]([CH2:12][CH:13]([NH:17][C:18]([C:20]3[CH:21]=[CH:22][C:23]([Cl:26])=[CH:24][CH:25]=3)=[O:19])[C:14]([OH:16])=[O:15])[C:5]=2[CH:6]=1.Cl[CH2:28][CH:29]1[CH2:34][CH2:33][CH2:32][CH2:31][O:30]1, predict the reaction product. (3) Given the reactants FC(F)(F)C(O)=O.C(OC(=O)[NH:14][C:15]1[N:19]=[C:18]([C:20]2[C:21]([CH3:40])=[C:22]([C:30]3[CH:35]=[CH:34][CH:33]=[C:32]([C:36]([F:39])([F:38])[F:37])[CH:31]=3)[C:23]3[N:24]([N:26]=[C:27]([NH2:29])[N:28]=3)[CH:25]=2)[N:17]([C:41]2[CH:46]=[CH:45][C:44]([C:47]#[N:48])=[CH:43][CH:42]=2)[N:16]=1)(C)(C)C.C([O-])(O)=O.[Na+], predict the reaction product. The product is: [NH2:14][C:15]1[N:19]=[C:18]([C:20]2[C:21]([CH3:40])=[C:22]([C:30]3[CH:35]=[CH:34][CH:33]=[C:32]([C:36]([F:39])([F:38])[F:37])[CH:31]=3)[C:23]3[N:24]([N:26]=[C:27]([NH2:29])[N:28]=3)[CH:25]=2)[N:17]([C:41]2[CH:42]=[CH:43][C:44]([C:47]#[N:48])=[CH:45][CH:46]=2)[N:16]=1. (4) The product is: [ClH:1].[N:2]12[CH2:11][CH:6]3[CH2:7][CH:8]([CH2:10][CH:4]([C@H:5]3[NH:12][C:22]([C:20]3[S:21][C:16]4[CH:15]=[CH:14][CH:13]=[CH:18][C:17]=4[CH:19]=3)=[O:23])[CH2:3]1)[CH2:9]2. Given the reactants [ClH:1].[N:2]12[CH2:11][CH:6]3[CH2:7][CH:8]([CH2:10][CH:4]([C@H:5]3[NH2:12])[CH2:3]1)[CH2:9]2.[CH:13]1[CH:18]=[C:17]2[CH:19]=[C:20]([C:22](O)=[O:23])[S:21][C:16]2=[CH:15][CH:14]=1.N, predict the reaction product. (5) Given the reactants O=C1C2C(=CC=CC=2)C(=O)[N:3]1[O:12][CH2:13][CH2:14][NH:15][S:16]([NH:19][C:20](=[O:26])[O:21][C:22]([CH3:25])([CH3:24])[CH3:23])(=[O:18])=[O:17].C(Cl)Cl.O.NN, predict the reaction product. The product is: [NH2:3][O:12][CH2:13][CH2:14][NH:15][S:16]([NH:19][C:20](=[O:26])[O:21][C:22]([CH3:24])([CH3:23])[CH3:25])(=[O:18])=[O:17]. (6) Given the reactants [CH3:1][O:2][CH2:3][CH2:4][NH:5][C:6]([N:8]1[CH2:13][CH:12]([C:14]2[CH:19]=[CH:18][C:17]([C:20]([F:23])([F:22])[F:21])=[CH:16][CH:15]=2)[CH2:11][CH:10]([C:24](O)=[O:25])[CH2:9]1)=[O:7].O[N:28]=[C:29]([NH2:33])[CH:30]([CH3:32])[CH3:31], predict the reaction product. The product is: [CH3:1][O:2][CH2:3][CH2:4][NH:5][C:6]([N:8]1[CH2:13][CH:12]([C:14]2[CH:15]=[CH:16][C:17]([C:20]([F:23])([F:21])[F:22])=[CH:18][CH:19]=2)[CH2:11][CH:10]([C:24]2[O:25][N:33]=[C:29]([CH:30]([CH3:32])[CH3:31])[N:28]=2)[CH2:9]1)=[O:7]. (7) The product is: [C:13]([C:12]1[CH:1]([C:2]2[CH:7]=[CH:6][CH:5]=[C:4]([O:8][CH3:9])[CH:3]=2)[C:25]2[C:24](=[C:23]([NH2:22])[C:28]([NH2:29])=[CH:27][CH:26]=2)[O:30][C:11]=1[NH2:15])#[N:14]. Given the reactants [CH:1](=O)[C:2]1[CH:7]=[CH:6][CH:5]=[C:4]([O:8][CH3:9])[CH:3]=1.[C:11](#[N:15])[CH2:12][C:13]#[N:14].N1CCCCC1.[NH2:22][C:23]1[C:28]([NH2:29])=[CH:27][CH:26]=[CH:25][C:24]=1[OH:30], predict the reaction product. (8) Given the reactants [NH2:1][C:2]1[N:6]([C@@H:7]2[CH2:12][CH2:11][CH2:10][N:9]([C:13](=[O:19])/[CH:14]=[CH:15]/[CH:16]([F:18])[F:17])[CH2:8]2)[N:5]=[C:4]([C:20]2[CH:25]=[CH:24][C:23]([O:26][C:27]3[C:32](F)=[CH:31][C:30]([Cl:34])=[CH:29][N:28]=3)=[CH:22][CH:21]=2)[C:3]=1[C:35]([NH2:37])=[O:36].NC1N([C@@H]2CCCNC2)N=C(C2C=CC(OC3C=CC(Cl)=CN=3)=CC=2)C=1C(N)=O, predict the reaction product. The product is: [NH2:1][C:2]1[N:6]([C@@H:7]2[CH2:12][CH2:11][CH2:10][N:9]([C:13](=[O:19])/[CH:14]=[CH:15]/[CH:16]([F:17])[F:18])[CH2:8]2)[N:5]=[C:4]([C:20]2[CH:21]=[CH:22][C:23]([O:26][C:27]3[CH:32]=[CH:31][C:30]([Cl:34])=[CH:29][N:28]=3)=[CH:24][CH:25]=2)[C:3]=1[C:35]([NH2:37])=[O:36]. (9) Given the reactants [CH3:1][O:2][C:3]1[CH:8]=[CH:7][CH:6]=[CH:5][C:4]=1[SH:9].F[C:11]1[CH:16]=[CH:15][CH:14]=[CH:13][C:12]=1[N+:17]([O-:19])=[O:18].[CH3:20][O:21][C:22]1[CH:27]=[CH:26][CH:25]=[CH:24][C:23]=1[S:28][C:29]1[CH:35]=[CH:34][CH:33]=[CH:32][C:30]=1[NH2:31].[NH2:36][C:37]1[S:38][CH:39]=[CH:40][N:41]=1, predict the reaction product. The product is: [CH3:1][O:2][C:3]1[CH:8]=[CH:7][CH:6]=[CH:5][C:4]=1[S:9][C:11]1[CH:16]=[CH:15][CH:14]=[CH:13][C:12]=1[N+:17]([O-:19])=[O:18].[CH3:20][O:21][C:22]1[CH:27]=[CH:26][CH:25]=[CH:24][C:23]=1[S:28][C:29]1[CH:35]=[CH:34][CH:33]=[CH:32][C:30]=1[NH:31][C:1]([NH:36][C:37]1[S:38][CH:39]=[CH:40][N:41]=1)=[O:2]. (10) Given the reactants [CH3:1][C:2]1([C:7]2[O:11][C:10]([CH2:12][N:13]3[CH:17]=[C:16]([NH2:18])[CH:15]=[N:14]3)=[CH:9][CH:8]=2)[O:6]CCO1.[F:19][C:20]1[C:25]([F:26])=[C:24]([C:27]([F:30])([F:29])[F:28])[CH:23]=[CH:22][C:21]=1/[CH:31]=[CH:32]/[C:33](O)=[O:34], predict the reaction product. The product is: [C:2]([C:7]1[O:11][C:10]([CH2:12][N:13]2[CH:17]=[C:16]([NH:18][C:33](=[O:34])/[CH:32]=[CH:31]/[C:21]3[CH:22]=[CH:23][C:24]([C:27]([F:28])([F:29])[F:30])=[C:25]([F:26])[C:20]=3[F:19])[CH:15]=[N:14]2)=[CH:9][CH:8]=1)(=[O:6])[CH3:1].